Dataset: Catalyst prediction with 721,799 reactions and 888 catalyst types from USPTO. Task: Predict which catalyst facilitates the given reaction. (1) Reactant: [F:1][C:2]1[CH:3]=[CH:4][C:5]([N+:11]([O-:13])=[O:12])=[C:6]([CH:10]=1)[C:7]([OH:9])=O.C(Cl)(=O)C(Cl)=O.[NH2:20][CH2:21][C:22]([NH:24][CH:25]([CH3:27])[CH3:26])=[O:23].C(N(C(C)C)CC)(C)C. Product: [F:1][C:2]1[CH:3]=[CH:4][C:5]([N+:11]([O-:13])=[O:12])=[C:6]([CH:10]=1)[C:7]([NH:20][CH2:21][C:22](=[O:23])[NH:24][CH:25]([CH3:27])[CH3:26])=[O:9]. The catalyst class is: 4. (2) Reactant: [Cl:1][C:2]1[CH:10]=[CH:9][C:5]([C:6](Cl)=[O:7])=[CH:4][CH:3]=1.ClC1C=CC(C(O)=O)=CC=1.S(Cl)(Cl)=O.[CH2:25]([C:29]1[O:30][C:31]2[CH:37]=[CH:36][C:35]([NH:38][S:39]([CH3:42])(=[O:41])=[O:40])=[CH:34][C:32]=2[CH:33]=1)[CH2:26][CH2:27][CH3:28]. Product: [CH2:25]([C:29]1[O:30][C:31]2[CH:37]=[CH:36][C:35]([NH:38][S:39]([CH3:42])(=[O:40])=[O:41])=[CH:34][C:32]=2[C:33]=1[C:6](=[O:7])[C:5]1[CH:9]=[CH:10][C:2]([Cl:1])=[CH:3][CH:4]=1)[CH2:26][CH2:27][CH3:28]. The catalyst class is: 4.